From a dataset of Full USPTO retrosynthesis dataset with 1.9M reactions from patents (1976-2016). Predict the reactants needed to synthesize the given product. (1) Given the product [CH:28]1([CH2:34][C:35]([N:22]2[CH2:21][CH2:20][CH:19]([CH2:18][O:17][C:14]3[C:13]([N+:25]([O-:27])=[O:26])=[CH:12][C:11]([C:8]4[CH:9]=[CH:10][C:5]([S:2]([CH3:1])(=[O:4])=[O:3])=[CH:6][CH:7]=4)=[CH:16][N:15]=3)[CH2:24][CH2:23]2)=[O:36])[CH2:33][CH2:32][CH2:31][CH2:30][CH2:29]1, predict the reactants needed to synthesize it. The reactants are: [CH3:1][S:2]([C:5]1[CH:10]=[CH:9][C:8]([C:11]2[CH:12]=[C:13]([N+:25]([O-:27])=[O:26])[C:14]([O:17][CH2:18][CH:19]3[CH2:24][CH2:23][NH:22][CH2:21][CH2:20]3)=[N:15][CH:16]=2)=[CH:7][CH:6]=1)(=[O:4])=[O:3].[CH:28]1([CH2:34][C:35](O)=[O:36])[CH2:33][CH2:32][CH2:31][CH2:30][CH2:29]1.CN(C=O)C.CN(C(ON1N=NC2C=CC=CC1=2)=[N+](C)C)C.[B-](F)(F)(F)F. (2) Given the product [CH:5]1([C:12]2[N:16]=[C:15]([CH:17]=[CH:18][C:19]3[CH:20]=[C:21]([OH:27])[C:22]([OH:25])=[CH:23][CH:24]=3)[O:14][N:13]=2)[CH2:11][CH2:10][CH2:9][CH2:8][CH2:7][CH2:6]1, predict the reactants needed to synthesize it. The reactants are: B(Br)(Br)Br.[CH:5]1([C:12]2[N:16]=[C:15]([CH:17]=[CH:18][C:19]3[CH:24]=[CH:23][C:22]([O:25]C)=[C:21]([O:27]C)[CH:20]=3)[O:14][N:13]=2)[CH2:11][CH2:10][CH2:9][CH2:8][CH2:7][CH2:6]1. (3) Given the product [CH2:30]([O:29][C:23]([C:24](=[N:19][NH:1][C:2]1[C:3]([O:17][CH3:18])=[C:4]([C:8]2[CH:13]=[CH:12][CH:11]=[C:10]([C:14]([OH:16])=[O:15])[CH:9]=2)[CH:5]=[CH:6][CH:7]=1)[C:25](=[O:26])[CH3:27])=[O:28])[CH3:31], predict the reactants needed to synthesize it. The reactants are: [NH2:1][C:2]1[C:3]([O:17][CH3:18])=[C:4]([C:8]2[CH:13]=[CH:12][CH:11]=[C:10]([C:14]([OH:16])=[O:15])[CH:9]=2)[CH:5]=[CH:6][CH:7]=1.[N:19]([O-])=O.[Na+].[C:23]([O:29][CH2:30][CH3:31])(=[O:28])[CH2:24][C:25]([CH3:27])=[O:26].C(=O)(O)[O-].[Na+]. (4) Given the product [CH2:7]([NH:6][C@H:4]([CH:1]1[CH2:3][CH2:2]1)[CH3:5])[C:8]1[CH:13]=[CH:12][CH:11]=[CH:10][CH:9]=1, predict the reactants needed to synthesize it. The reactants are: [CH:1]1([C@@H:4]([NH2:6])[CH3:5])[CH2:3][CH2:2]1.[CH:7](=O)[C:8]1[CH:13]=[CH:12][CH:11]=[CH:10][CH:9]=1.C(O[BH-](OC(=O)C)OC(=O)C)(=O)C.[Na+].[OH-].[Na+]. (5) The reactants are: [CH2:1]([C:3]1[S:12][C:6]2[N:7]=[CH:8][N:9]=[C:10]([NH2:11])[C:5]=2[CH:4]=1)[CH3:2].[H-].[Na+].[CH3:15][CH:16](Br)[C:17]1[CH:22]=[CH:21][CH:20]=[CH:19][CH:18]=1. Given the product [CH2:1]([C:3]1[S:12][C:6]2[N:7]=[CH:8][N:9]=[C:10]([NH:11][CH:16]([C:17]3[CH:22]=[CH:21][CH:20]=[CH:19][CH:18]=3)[CH3:15])[C:5]=2[CH:4]=1)[CH3:2], predict the reactants needed to synthesize it. (6) Given the product [ClH:29].[CH2:41]([O:39][C:37]([CH:10]1[CH2:9][NH:8][CH2:13][CH2:12][N:11]1[C:14]1[N:22]=[CH:21][N:20]=[C:19]2[C:15]=1[N:16]=[C:17]([C:30]1[CH:35]=[CH:34][CH:33]=[CH:32][C:31]=1[Cl:36])[N:18]2[C:23]1[CH:24]=[CH:25][C:26]([Cl:29])=[CH:27][CH:28]=1)=[O:38])[CH3:42], predict the reactants needed to synthesize it. The reactants are: C(OC([N:8]1[CH2:13][CH2:12][N:11]([C:14]2[N:22]=[CH:21][N:20]=[C:19]3[C:15]=2[N:16]=[C:17]([C:30]2[CH:35]=[CH:34][CH:33]=[CH:32][C:31]=2[Cl:36])[N:18]3[C:23]2[CH:28]=[CH:27][C:26]([Cl:29])=[CH:25][CH:24]=2)[CH:10]([C:37]([OH:39])=[O:38])[CH2:9]1)=O)(C)(C)C.O1CCO[CH2:42][CH2:41]1. (7) The reactants are: [CH3:1][CH:2]([CH3:6])[CH2:3][CH2:4][NH2:5].[C:7]1([CH2:13][C:14]([OH:16])=O)[CH:12]=[CH:11][CH:10]=[CH:9][CH:8]=1.[CH2:17]1[C:26]2[C:21](=[CH:22][CH:23]=[CH:24][CH:25]=2)[CH2:20][CH2:19][N:18]1[C:27]([NH:29][C:30]1[CH:38]=CC(C(O)=O)=C[CH:31]=1)=[O:28]. Given the product [C:7]1([CH2:13][C:14]([NH:5][CH2:4][CH2:3][C:2]2[CH:6]=[CH:31][C:30]([NH:29][C:27]([N:18]3[CH2:19][CH2:20][C:21]4[C:26](=[CH:25][CH:24]=[CH:23][CH:22]=4)[CH2:17]3)=[O:28])=[CH:38][CH:1]=2)=[O:16])[CH:8]=[CH:9][CH:10]=[CH:11][CH:12]=1, predict the reactants needed to synthesize it.